From a dataset of Reaction yield outcomes from USPTO patents with 853,638 reactions. Predict the reaction yield, written as a fraction of the theoretical maximum amount of product (1.0 means a 100% yield; for example, 0.34 means a 34% yield). (1) The reactants are [CH3:1][O:2][C:3](=[O:11])[C:4]1[CH:9]=[CH:8][C:7]([OH:10])=[CH:6][CH:5]=1.N1C=CC=CC=1.[CH3:18][S:19](Cl)(=[O:21])=[O:20]. The catalyst is C1COCC1. The product is [CH3:1][O:2][C:3](=[O:11])[C:4]1[CH:9]=[CH:8][C:7]([O:10][S:19]([CH3:18])(=[O:21])=[O:20])=[CH:6][CH:5]=1. The yield is 0.950. (2) The reactants are Br[CH2:2][CH2:3][CH2:4][CH2:5][CH2:6][CH2:7][CH2:8][CH2:9][CH2:10][CH2:11][Br:12].[C:13]1([Li])[CH:18]=[CH:17][CH:16]=[CH:15][CH:14]=1. The catalyst is C1COCC1. The product is [Br:12][CH2:11][CH2:10][CH2:9][CH2:8][CH2:7][CH2:6][CH2:5][CH2:4][CH2:3][CH2:2][C:13]1[CH:18]=[CH:17][CH:16]=[CH:15][CH:14]=1. The yield is 0.617. (3) The reactants are [NH2:1][C:2]1[C:3]([C:16]#[N:17])=[N:4][C:5]([C:8]2[CH:13]=[CH:12][C:11](Cl)=[CH:10][C:9]=2[F:15])=[CH:6][N:7]=1.[CH3:18][C:19]1([CH3:35])[C:23]([CH3:25])([CH3:24])[O:22][B:21]([B:21]2[O:22][C:23]([CH3:25])([CH3:24])[C:19]([CH3:35])([CH3:18])[O:20]2)[O:20]1.CC([O-])=O.[K+]. The catalyst is O1CCOCC1.CC(C1C=C(C(C)C)C(C2C=CC=C(P(C3CCCCC3)C3CCCCC3)C=2)=C(C(C)C)C=1)C.C1C=[C-]C(C2C(N)=CC=CC=2)=CC=1.Cl[Pd+]. The product is [NH2:1][C:2]1[C:3]([C:16]#[N:17])=[N:4][C:5]([C:8]2[CH:13]=[CH:12][C:11]([B:21]3[O:22][C:23]([CH3:25])([CH3:24])[C:19]([CH3:35])([CH3:18])[O:20]3)=[CH:10][C:9]=2[F:15])=[CH:6][N:7]=1. The yield is 0.630.